From a dataset of Catalyst prediction with 721,799 reactions and 888 catalyst types from USPTO. Predict which catalyst facilitates the given reaction. (1) The catalyst class is: 593. Reactant: [NH2:1][C@H:2]1[CH2:7][CH2:6][CH2:5][CH2:4][C@H:3]1[NH:8][C:9]1[CH:10]=[C:11]([NH:17][C:18]2[CH:27]=[C:26]3[C:21]([CH:22]=[CH:23][CH:24]=[N:25]3)=[CH:20][CH:19]=2)[C:12]([C:15]#[N:16])=[N:13][CH:14]=1.[OH-].[Na+].OO.CC(O)=[O:34]. Product: [NH2:1][C@H:2]1[CH2:7][CH2:6][CH2:5][CH2:4][C@H:3]1[NH:8][C:9]1[CH:10]=[C:11]([NH:17][C:18]2[CH:27]=[C:26]3[C:21]([CH:22]=[CH:23][CH:24]=[N:25]3)=[CH:20][CH:19]=2)[C:12]([C:15]([NH2:16])=[O:34])=[N:13][CH:14]=1. (2) The catalyst class is: 1. Product: [F:1][C:2]1[CH:7]=[C:6]([F:8])[CH:5]=[CH:4][C:3]=1[C@@H:9]([F:30])[CH:10]1[CH2:15][CH2:14][N:13]([C:16]2[N:17]=[C:18]3[CH2:29][CH2:28][N:27]([CH:31]=[O:32])[CH2:26][C:19]3=[N:20][C:21]=2[NH:22][CH:23]([CH3:25])[CH3:24])[CH2:12][CH2:11]1. Reactant: [F:1][C:2]1[CH:7]=[C:6]([F:8])[CH:5]=[CH:4][C:3]=1[C@@H:9]([F:30])[CH:10]1[CH2:15][CH2:14][N:13]([C:16]2[N:17]=[C:18]3[CH2:29][CH2:28][NH:27][CH2:26][C:19]3=[N:20][C:21]=2[NH:22][CH:23]([CH3:25])[CH3:24])[CH2:12][CH2:11]1.[CH:31](OC1C=CC=CC=1)=[O:32]. (3) Reactant: [NH:1]1[C:9]2[C:4](=[CH:5][C:6]([O:10][C:11]3[CH:16]=[CH:15][N:14]=[C:13]([NH2:17])[CH:12]=3)=[CH:7][CH:8]=2)[CH:3]=[CH:2]1.[H-].[Na+].[CH:20]1([NH:25][C:26](=O)[O:27]C2C=CC=CC=2)[CH2:24][CH2:23][CH2:22][CH2:21]1.O. Product: [CH:20]1([NH:25][C:26]([N:1]2[C:9]3[C:4](=[CH:5][C:6]([O:10][C:11]4[CH:16]=[CH:15][N:14]=[C:13]([NH2:17])[CH:12]=4)=[CH:7][CH:8]=3)[CH:3]=[CH:2]2)=[O:27])[CH2:24][CH2:23][CH2:22][CH2:21]1. The catalyst class is: 9.